Dataset: hERG Central: cardiac toxicity at 1µM, 10µM, and general inhibition. Task: Predict hERG channel inhibition at various concentrations. The drug is O=C(COc1ccc(Cl)cc1)N1CCN(C/C=C/c2ccccc2)CC1. Results: hERG_inhib (hERG inhibition (general)): blocker.